Dataset: Peptide-MHC class I binding affinity with 185,985 pairs from IEDB/IMGT. Task: Regression. Given a peptide amino acid sequence and an MHC pseudo amino acid sequence, predict their binding affinity value. This is MHC class I binding data. (1) The peptide sequence is GLMVAGYFY. The MHC is HLA-B39:01 with pseudo-sequence HLA-B39:01. The binding affinity (normalized) is 0.0847. (2) The peptide sequence is QRSTLERTSKASLER. The MHC is HLA-A02:02 with pseudo-sequence HLA-A02:02. The binding affinity (normalized) is 0.0352. (3) The peptide sequence is YTYEAYVRY. The MHC is Mamu-A01 with pseudo-sequence Mamu-A01. The binding affinity (normalized) is 0.258. (4) The peptide sequence is RVYNNTARY. The MHC is HLA-A26:03 with pseudo-sequence HLA-A26:03. The binding affinity (normalized) is 0.0847. (5) The peptide sequence is IDFLIMRNL. The MHC is HLA-B18:01 with pseudo-sequence HLA-B18:01. The binding affinity (normalized) is 0.110. (6) The peptide sequence is AAYYFMKFRR. The MHC is HLA-A68:01 with pseudo-sequence HLA-A68:01. The binding affinity (normalized) is 0.596. (7) The peptide sequence is KPKVASEAF. The MHC is HLA-A25:01 with pseudo-sequence HLA-A25:01. The binding affinity (normalized) is 0.0847. (8) The peptide sequence is GLNKIVRMY. The MHC is HLA-B57:01 with pseudo-sequence HLA-B57:01. The binding affinity (normalized) is 0.00537.